From a dataset of Forward reaction prediction with 1.9M reactions from USPTO patents (1976-2016). Predict the product of the given reaction. (1) Given the reactants CN(C(/N=N/C(N(C)C)=O)=O)C.C(OC([N:20]1[CH2:25][CH2:24][N:23]([C:26]2[C:27]([O:32]CCO)=[N:28][CH:29]=[CH:30][N:31]=2)[CH2:22][CH2:21]1)=O)(C)(C)C.[C:36]1(P(C2C=CC=CC=2)C2C=CC=CC=2)C=CC=C[CH:37]=1.[F:55][C:56]1[C:61]([F:62])=[C:60]([F:63])[CH:59]=[CH:58][C:57]=1[OH:64], predict the reaction product. The product is: [N:23]1([C:26]2[C:27](=[O:32])[N:28]([CH2:36][CH2:37][O:64][C:57]3[CH:58]=[CH:59][C:60]([F:63])=[C:61]([F:62])[C:56]=3[F:55])[CH:29]=[CH:30][N:31]=2)[CH2:22][CH2:21][NH:20][CH2:25][CH2:24]1. (2) The product is: [S:8]1[C:12]2[CH:13]=[C:14]([C:17]3[O:18][C:21]([SH:22])=[N:20][N:19]=3)[CH:15]=[CH:16][C:11]=2[N:10]=[CH:9]1. Given the reactants FC(F)(F)C(O)=O.[S:8]1[C:12]2[CH:13]=[C:14]([C:17]([NH:19][NH2:20])=[O:18])[CH:15]=[CH:16][C:11]=2[N:10]=[CH:9]1.[C:21](=S)=[S:22].C(N(CC)CC)C, predict the reaction product. (3) Given the reactants [C:1]1([C:7](=[O:24])[CH:8]([C:18]2[CH:23]=[CH:22][CH:21]=[CH:20][CH:19]=2)[CH2:9]/[CH:10]=[CH:11]/[C:12]2[CH:17]=[CH:16][CH:15]=[CH:14][CH:13]=2)[CH:6]=[CH:5][CH:4]=[CH:3][CH:2]=1, predict the reaction product. The product is: [C:1]1([C:7](=[O:24])[CH:8]([C:18]2[CH:19]=[CH:20][CH:21]=[CH:22][CH:23]=2)[CH2:9][CH2:10][CH2:11][C:12]2[CH:13]=[CH:14][CH:15]=[CH:16][CH:17]=2)[CH:6]=[CH:5][CH:4]=[CH:3][CH:2]=1. (4) Given the reactants [CH3:1][O:2][C:3]1[CH:26]=[CH:25][C:6]([O:7][C:8]([NH:10][CH2:11][C:12]2([C:19](OCC=C)=O)[CH2:17][CH2:16][CH2:15][CH2:14][C:13]2=[O:18])=[O:9])=[CH:5][CH:4]=1.[CH3:27][CH2:28]OC(C)=O, predict the reaction product. The product is: [CH2:19]([C@:12]1([CH2:11][NH:10][C:8](=[O:9])[O:7][C:6]2[CH:5]=[CH:4][C:3]([O:2][CH3:1])=[CH:26][CH:25]=2)[CH2:17][CH2:16][CH2:15][CH2:14][C:13]1=[O:18])[CH:27]=[CH2:28]. (5) Given the reactants [NH:1]1[C:5]2[CH:6]=[CH:7][C:8]([C:10]([OH:12])=O)=[CH:9][C:4]=2[N:3]=[CH:2]1.[O:13]1[CH2:18][CH:17]=[C:16]([C:19]2[CH:20]=[CH:21][C:22]3[CH2:23][C@H:24]4[C@@H:29]([C:30]=3[CH:31]=2)[CH2:28][CH2:27][CH2:26][NH:25]4)[CH2:15][CH2:14]1, predict the reaction product. The product is: [N:1]1[C:5]2[CH:6]=[CH:7][C:8]([C:10]([N:25]3[CH2:26][CH2:27][CH2:28][C@@H:29]4[C:30]5[CH:31]=[C:19]([C:16]6[CH2:17][CH2:18][O:13][CH2:14][CH:15]=6)[CH:20]=[CH:21][C:22]=5[CH2:23][C@H:24]34)=[O:12])=[CH:9][C:4]=2[NH:3][CH:2]=1. (6) Given the reactants Cl.C(O[C:5]([C:7]1[CH:8]=[C:9]2[C:13](=[CH:14][CH:15]=1)[NH:12][N:11]=[C:10]2[C:16]1[CH:21]=[CH:20][C:19]([F:22])=[CH:18][CH:17]=1)=[NH:6])C.[NH2:23][NH:24][C:25](=O)[CH2:26][N:27]1[CH2:32][CH2:31][CH:30]([OH:33])[CH2:29][CH2:28]1.C[O-].[Na+].Cl, predict the reaction product. The product is: [F:22][C:19]1[CH:18]=[CH:17][C:16]([C:10]2[C:9]3[C:13](=[CH:14][CH:15]=[C:7]([C:5]4[NH:6][C:25]([CH2:26][N:27]5[CH2:32][CH2:31][CH:30]([OH:33])[CH2:29][CH2:28]5)=[N:24][N:23]=4)[CH:8]=3)[NH:12][N:11]=2)=[CH:21][CH:20]=1.